From a dataset of Human liver microsome stability data. Regression/Classification. Given a drug SMILES string, predict its absorption, distribution, metabolism, or excretion properties. Task type varies by dataset: regression for continuous measurements (e.g., permeability, clearance, half-life) or binary classification for categorical outcomes (e.g., BBB penetration, CYP inhibition). Dataset: hlm. (1) The molecule is CN(c1ncnc2[nH]ccc12)C1CCCCC1. The result is 1 (stable in human liver microsomes). (2) The drug is COc1cc([C@H](c2cc3cc(Br)ccc3nc2OC)[C@@](O)(CCN(C)C)c2cccc(F)c2)cnc1OC. The result is 1 (stable in human liver microsomes). (3) The molecule is CN(c1ccc2c(c1)S(=O)(=O)NC(c1c(O)c3cccn3n(CCC(C)(C)C)c1=O)=N2)S(C)(=O)=O. The result is 0 (unstable in human liver microsomes). (4) The molecule is CNc1nc(NCCCN(C)C)c2sc(-c3ccc(C(F)(F)F)cc3)cc2n1. The result is 0 (unstable in human liver microsomes). (5) The compound is Cc1ccc(F)cc1S(=O)(=O)N1CCN(c2ccc(C(=O)NCc3ccc(F)cc3)nn2)CC1. The result is 1 (stable in human liver microsomes). (6) The drug is COCCOc1cc2c(N3CCN(C(=O)Nc4ccc(OC(C)C)cc4)CC3)ncnc2cc1OCCN1CCCC1. The result is 0 (unstable in human liver microsomes).